Dataset: Kir2.1 potassium channel HTS with 301,493 compounds. Task: Binary Classification. Given a drug SMILES string, predict its activity (active/inactive) in a high-throughput screening assay against a specified biological target. (1) The compound is Fc1ccc(C(=O)N2CCN(CC2)c2ncccc2)cc1. The result is 0 (inactive). (2) The drug is O=C(NC1CCN(CC1)Cc1ccccc1)NC(C(C)C)C(O)=O. The result is 0 (inactive). (3) The compound is Clc1ccc(S(=O)(=O)N\C(=N\CCc2ccc(OC)cc2)c2ccccc2)cc1. The result is 0 (inactive). (4) The drug is O=c1c(c2nc3c(cc2)cccc3)ccccc1NC. The result is 0 (inactive). (5) The molecule is O(C(=O)NCc1cc2c([nH]c(c2)C)cc1)CC. The result is 0 (inactive). (6) The result is 0 (inactive). The compound is O1c2c(C(c3cc4OCOc4c(OC)c3)C(=C1N)C#N)c(oc(c2)C)=O.